Dataset: Full USPTO retrosynthesis dataset with 1.9M reactions from patents (1976-2016). Task: Predict the reactants needed to synthesize the given product. (1) Given the product [O:1]1[C:5]2=[CH:6][CH:7]=[CH:8][C:9](/[CH:10]=[N:12]/[OH:13])=[C:4]2[CH:3]=[CH:2]1, predict the reactants needed to synthesize it. The reactants are: [O:1]1[C:5]2=[CH:6][CH:7]=[CH:8][C:9]([CH:10]=O)=[C:4]2[CH:3]=[CH:2]1.[NH2:12][OH:13].Cl.[OH-].[Na+].O. (2) Given the product [NH2:13][C:11]1[CH:10]=[C:9]([N:16]2[CH2:21][CH2:20][O:19][CH2:18][C:17]2=[O:22])[CH:8]=[C:7]([N:4]2[CH2:5][CH2:6][O:1][CH2:2][CH2:3]2)[CH:12]=1, predict the reactants needed to synthesize it. The reactants are: [O:1]1[CH2:6][CH2:5][N:4]([C:7]2[CH:8]=[C:9]([N:16]3[CH2:21][CH2:20][O:19][CH2:18][C:17]3=[O:22])[CH:10]=[C:11]([N+:13]([O-])=O)[CH:12]=2)[CH2:3][CH2:2]1. (3) Given the product [CH3:18][C@@H:19]1[CH2:24][CH2:23][CH2:22][N:21]([C:7](=[O:9])[C:6]2[CH:10]=[C:2]([CH3:1])[CH:3]=[CH:4][C:5]=2[C:11]2[CH:16]=[CH:15][CH:14]=[C:13]([CH3:17])[N:12]=2)[C@@H:20]1[CH2:25][NH:26][C:27](=[O:33])[O:28][C:29]([CH3:32])([CH3:31])[CH3:30], predict the reactants needed to synthesize it. The reactants are: [CH3:1][C:2]1[CH:3]=[CH:4][C:5]([C:11]2[CH:16]=[CH:15][CH:14]=[C:13]([CH3:17])[N:12]=2)=[C:6]([CH:10]=1)[C:7]([OH:9])=O.[CH3:18][C@@H:19]1[CH2:24][CH2:23][CH2:22][NH:21][C@@H:20]1[CH2:25][NH:26][C:27](=[O:33])[O:28][C:29]([CH3:32])([CH3:31])[CH3:30].CCN(C(C)C)C(C)C.F[B-](F)(F)F.N1(OC(N(C)C)=[N+](C)C)C2C=CC=CC=2N=N1. (4) Given the product [NH2:14][CH2:13][C:11]1[CH:12]=[C:7]([C:4](=[O:6])[CH3:5])[CH:8]=[CH:9][C:10]=1[Cl:18], predict the reactants needed to synthesize it. The reactants are: ClCCl.[C:4]([C:7]1[CH:8]=[CH:9][C:10]([Cl:18])=[C:11]([CH2:13][NH:14]C(=O)C)[CH:12]=1)(=[O:6])[CH3:5].S(=O)(=O)(O)O.[OH-].[Na+]. (5) Given the product [CH3:1][O:2][C:3](=[O:26])[C@H:4]([CH2:22][CH2:23][S:24][CH3:25])[NH:5][C:6](=[O:21])[C:7]1[CH:12]=[CH:11][C:10]([CH2:13][OH:14])=[CH:9][C:8]=1[C:15]1[CH:20]=[CH:19][CH:18]=[CH:17][CH:16]=1, predict the reactants needed to synthesize it. The reactants are: [CH3:1][O:2][C:3](=[O:26])[C@H:4]([CH2:22][CH2:23][S:24][CH3:25])[NH:5][C:6](=[O:21])[C:7]1[CH:12]=[CH:11][C:10]([CH:13]=[O:14])=[CH:9][C:8]=1[C:15]1[CH:20]=[CH:19][CH:18]=[CH:17][CH:16]=1.[BH4-].[Na+]. (6) Given the product [Br:1][C:2]1[CH:3]=[C:4]2[C:8](=[CH:9][CH:10]=1)[NH:7][C:6](=[O:11])[C:5]2=[N:25][NH:24][C:22](=[O:23])[C:21]1[CH:26]=[CH:27][C:18]([CH2:17][CH2:16][C:15]([NH:13][N:14]=[C:5]2[C:4]3[C:8](=[CH:9][CH:10]=[C:2]([Br:1])[CH:3]=3)[NH:7][C:6]2=[O:11])=[O:28])=[CH:19][CH:20]=1, predict the reactants needed to synthesize it. The reactants are: [Br:1][C:2]1[CH:3]=[C:4]2[C:8](=[CH:9][CH:10]=1)[NH:7][C:6](=[O:11])[C:5]2=O.[NH:13]([C:15](=[O:28])[CH2:16][CH2:17][C:18]1[CH:27]=[CH:26][C:21]([C:22]([NH:24][NH2:25])=[O:23])=[CH:20][CH:19]=1)[NH2:14]. (7) Given the product [N:1]1[CH:6]=[C:5]([N:17]([C:15]([O:14][C:10]([CH3:13])([CH3:12])[CH3:11])=[O:16])[NH:18][C:19]([O:21][C:22]([CH3:23])([CH3:24])[CH3:25])=[O:20])[CH:4]=[N:3][CH:2]=1, predict the reactants needed to synthesize it. The reactants are: [N:1]1[CH:6]=[C:5](B(O)O)[CH:4]=[N:3][CH:2]=1.[C:10]([O:14][C:15]([N:17]=[N:18][C:19]([O:21][C:22]([CH3:25])([CH3:24])[CH3:23])=[O:20])=[O:16])([CH3:13])([CH3:12])[CH3:11]. (8) Given the product [Cl:23][C:24]1[CH:32]=[CH:31][C:27]([C:28]([NH:7][C:6]2[CH:8]=[CH:9][C:10]([O:11][C:12]([F:13])([F:14])[F:15])=[C:4]([N+:1]([O-:3])=[O:2])[CH:5]=2)=[O:29])=[CH:26][N:25]=1, predict the reactants needed to synthesize it. The reactants are: [N+:1]([C:4]1[CH:5]=[C:6]([CH:8]=[CH:9][C:10]=1[O:11][C:12]([F:15])([F:14])[F:13])[NH2:7])([O-:3])=[O:2].C(N(CC)CC)C.[Cl:23][C:24]1[CH:32]=[CH:31][C:27]([C:28](Cl)=[O:29])=[CH:26][N:25]=1.O.